This data is from Forward reaction prediction with 1.9M reactions from USPTO patents (1976-2016). The task is: Predict the product of the given reaction. (1) The product is: [CH:1]1([O:9][C:14]([NH:13][C:16]2[CH:17]=[CH:34][C:33]([CH:36]([OH:42])[C:37]([O:39][CH2:40][CH3:41])=[O:38])=[CH:32][CH:18]=2)=[O:19])[CH2:8][CH2:7][CH2:6][CH2:5][CH2:4][CH:3]=[CH:2]1. Given the reactants [CH:1]1([OH:9])[CH2:8][CH2:7][CH2:6][CH2:5][CH2:4][CH:3]=[CH:2]1.C([N:13]([CH:16]([CH3:18])[CH3:17])[CH2:14]C)(C)C.[OH:19]N1C2C=CC=CC=2N=N1.NC1C=[CH:34][C:33]([CH:36]([OH:42])[C:37]([O:39][CH2:40][CH3:41])=[O:38])=[CH:32]C=1, predict the reaction product. (2) Given the reactants C(OC([NH:11][C:12]([CH3:27])([CH3:26])[CH2:13][N:14]([C:19]([O:21][C:22]([CH3:25])([CH3:24])[CH3:23])=[O:20])[CH2:15][CH2:16][CH2:17][OH:18])=O)C1C=CC=CC=1.[H][H], predict the reaction product. The product is: [NH2:11][C:12]([CH3:27])([CH3:26])[CH2:13][N:14]([C:19]([O:21][C:22]([CH3:25])([CH3:24])[CH3:23])=[O:20])[CH2:15][CH2:16][CH2:17][OH:18]. (3) Given the reactants C([NH:4][C:5]1[CH:10]=[C:9]([C:11]2[C:16]([F:17])=[CH:15][C:14]([C:18]#[N:19])=[C:13]([O:20][CH3:21])[C:12]=2[F:22])[N:8]=[CH:7][C:6]=1[Cl:23])(=O)C.[OH-:24].[Na+].Cl.[CH3:27][OH:28], predict the reaction product. The product is: [NH2:4][C:5]1[CH:10]=[C:9]([C:11]2[C:16]([F:17])=[CH:15][C:14]([C:18]#[N:19])=[C:13]([O:20][CH3:21])[C:12]=2[F:22])[N:8]=[C:7]([C:27]([OH:28])=[O:24])[C:6]=1[Cl:23]. (4) The product is: [C:12]([C:6]1[CH:7]=[N:8][C:9]2[C:4]([C:5]=1[NH:17][C@H:18]1[CH2:23][CH2:22][C@H:21]([NH:24][C:25](=[O:31])[O:26][C:27]([CH3:28])([CH3:30])[CH3:29])[CH2:20][CH2:19]1)=[CH:3][C:2]([C:37]1[CH:36]=[C:35]([O:48][CH3:49])[C:34]([OH:50])=[C:33]([Cl:32])[CH:38]=1)=[CH:11][CH:10]=2)(=[O:16])[CH2:13][CH2:14][CH3:15]. Given the reactants Br[C:2]1[CH:3]=[C:4]2[C:9](=[CH:10][CH:11]=1)[N:8]=[CH:7][C:6]([C:12](=[O:16])[CH2:13][CH2:14][CH3:15])=[C:5]2[NH:17][C@H:18]1[CH2:23][CH2:22][C@H:21]([NH:24][C:25](=[O:31])[O:26][C:27]([CH3:30])([CH3:29])[CH3:28])[CH2:20][CH2:19]1.[Cl:32][C:33]1[CH:38]=[C:37](B2OC(C)(C)C(C)(C)O2)[CH:36]=[C:35]([O:48][CH3:49])[C:34]=1[OH:50], predict the reaction product.